This data is from Forward reaction prediction with 1.9M reactions from USPTO patents (1976-2016). The task is: Predict the product of the given reaction. (1) Given the reactants [CH2:1]([N:5]([CH2:34][CH2:35][CH2:36][CH3:37])[C:6]([C:8]1[N:9]=[C:10]([C:21]2[CH:29]=[CH:28][C:27]([C:30]([O:32][CH3:33])=[O:31])=[CH:26][C:22]=2[C:23]([OH:25])=[O:24])[N:11]([CH2:13]CC2C=CC=CC=2)[CH:12]=1)=[O:7])[CH2:2][CH2:3][CH3:4].C(N(CCCC)C(C1N=C(C2C=CC(C(OC)=O)=CC=2C(OCC2C=CC=CC=2)=O)N(C)C=1)=O)CCC, predict the reaction product. The product is: [CH2:1]([N:5]([CH2:34][CH2:35][CH2:36][CH3:37])[C:6]([C:8]1[N:9]=[C:10]([C:21]2[CH:29]=[CH:28][C:27]([C:30]([O:32][CH3:33])=[O:31])=[CH:26][C:22]=2[C:23]([OH:25])=[O:24])[N:11]([CH3:13])[CH:12]=1)=[O:7])[CH2:2][CH2:3][CH3:4]. (2) Given the reactants [NH2:1][C:2]1[O:3][C@H:4]([C:26]([F:29])([F:28])[F:27])[CH2:5][C@:6]([C:9]2[CH:10]=[C:11]([NH:16]C(=O)C3C=CC(Cl)=CN=3)[CH:12]=[N:13][C:14]=2[F:15])([CH3:8])[N:7]=1.[Cl:30][C:31]1[C:32]([C:39]([OH:41])=O)=[N:33][CH:34]=[C:35]([C:37]#[N:38])[CH:36]=1.[Cl-].COC1N=C(OC)N=C([N+]2(C)CCOCC2)N=1, predict the reaction product. The product is: [NH2:1][C:2]1[O:3][C@H:4]([C:26]([F:27])([F:29])[F:28])[CH2:5][C@:6]([C:9]2[CH:10]=[C:11]([NH:16][C:39](=[O:41])[C:32]3[C:31]([Cl:30])=[CH:36][C:35]([C:37]#[N:38])=[CH:34][N:33]=3)[CH:12]=[N:13][C:14]=2[F:15])([CH3:8])[N:7]=1. (3) Given the reactants CN([C:4]([O:8]N1N=NC2C=CC=NC1=2)=[N+](C)C)C.F[P-](F)(F)(F)(F)F.[O:25]([C:32]1[CH:37]=[CH:36][C:35]([C:38]2[C:46]3[C:41](=[N:42][CH:43]=[N:44][C:45]=3[NH2:47])[N:40]([C@@H:48]3[CH2:52][CH2:51][NH:50][CH2:49]3)[N:39]=2)=[CH:34][CH:33]=1)[C:26]1[CH:31]=[CH:30][CH:29]=[CH:28][CH:27]=1.C[CH2:54][N:55]([CH:59]([CH3:61])C)[CH:56]([CH3:58])C.[CH3:62][C:63](N(C)C)=[O:64], predict the reaction product. The product is: [NH2:47][C:45]1[N:44]=[CH:43][N:42]=[C:41]2[N:40]([C@@H:48]3[CH2:52][CH2:51][N:50]([C:63](=[O:64])/[CH:62]=[CH:61]/[CH2:59][N:55]([CH2:56][CH2:58][O:8][CH3:4])[CH3:54])[CH2:49]3)[N:39]=[C:38]([C:35]3[CH:34]=[CH:33][C:32]([O:25][C:26]4[CH:31]=[CH:30][CH:29]=[CH:28][CH:27]=4)=[CH:37][CH:36]=3)[C:46]=12. (4) Given the reactants C(OC(=O)[NH:7][C:8]1[CH:13]=[CH:12][C:11]([C:14]2[CH:19]=[CH:18][C:17]([Cl:20])=[CH:16][CH:15]=2)=[CH:10][C:9]=1[NH2:21])(C)(C)C.CC1(C)O[C:28]([C:30]2[CH:31]=[C:32]([CH:35]=[CH:36][CH:37]=2)[C:33]#[N:34])=[CH:27][C:26](=[O:38])O1.C(O)(C(F)(F)F)=O, predict the reaction product. The product is: [Cl:20][C:17]1[CH:16]=[CH:15][C:14]([C:11]2[CH:12]=[CH:13][C:8]3[N:7]=[C:28]([C:30]4[CH:31]=[C:32]([CH:35]=[CH:36][CH:37]=4)[C:33]#[N:34])[CH2:27][C:26](=[O:38])[NH:21][C:9]=3[CH:10]=2)=[CH:19][CH:18]=1. (5) The product is: [CH2:18]([O:17][C:15]([C:14]1[C:13](=[O:12])[C:5]2[C:4](=[C:3]([O:2][CH3:1])[CH:8]=[CH:7][CH:6]=2)[NH:9][CH:20]=1)=[O:16])[CH3:19]. Given the reactants [CH3:1][O:2][C:3]1[C:4]([NH2:9])=[CH:5][CH:6]=[CH:7][CH:8]=1.C([O:12][CH:13]=[C:14]([C:20](OCC)=O)[C:15]([O:17][CH2:18][CH3:19])=[O:16])C.O, predict the reaction product. (6) Given the reactants [CH3:1][O:2][C:3](=[O:18])[C@H:4]([CH2:13][C:14]([CH3:17])([CH3:16])[CH3:15])[NH:5]C(OC(C)(C)C)=O.[C:19]([OH:25])([C:21]([F:24])([F:23])[F:22])=[O:20].ClCCl, predict the reaction product. The product is: [F:22][C:21]([F:24])([F:23])[C:19]([OH:25])=[O:20].[CH3:1][O:2][C:3](=[O:18])[C@H:4]([CH2:13][C:14]([CH3:16])([CH3:15])[CH3:17])[NH2:5]. (7) Given the reactants [CH3:1][C:2]1[CH:7]=[C:6]([N+:8]([O-:10])=[O:9])[C:5]([CH3:11])=[CH:4][C:3]=1[OH:12].CN(C=O)C.C([O-])([O-])=O.[K+].[K+].[CH2:24](Cl)[C:25]1[CH:30]=[CH:29][CH:28]=[CH:27][CH:26]=1, predict the reaction product. The product is: [CH2:24]([O:12][C:3]1[CH:4]=[C:5]([CH3:11])[C:6]([N+:8]([O-:10])=[O:9])=[CH:7][C:2]=1[CH3:1])[C:25]1[CH:30]=[CH:29][CH:28]=[CH:27][CH:26]=1.